This data is from Full USPTO retrosynthesis dataset with 1.9M reactions from patents (1976-2016). The task is: Predict the reactants needed to synthesize the given product. (1) Given the product [Cl:6][C:7]1([Cl:12])[C:2]2([CH2:5][CH2:4][CH2:3]2)[CH2:1][C:8]1=[O:9], predict the reactants needed to synthesize it. The reactants are: [CH2:1]=[C:2]1[CH2:5][CH2:4][CH2:3]1.[Cl:6][C:7]([Cl:12])(Cl)[C:8](Cl)=[O:9]. (2) Given the product [NH2:2][CH2:3][CH:4]([O:6][C:7]1[C:12]([NH:13][C:14](=[O:30])[C:15]2[CH:20]=[CH:19][C:18]([F:21])=[C:17]([C:22]3[C:27]([F:28])=[CH:26][CH:25]=[CH:24][C:23]=3[F:29])[N:16]=2)=[CH:11][N:10]=[CH:9][N:8]=1)[CH2:5][Cl:1], predict the reactants needed to synthesize it. The reactants are: [ClH:1].[NH:2]1[CH2:5][CH:4]([O:6][C:7]2[C:12]([NH:13][C:14](=[O:30])[C:15]3[CH:20]=[CH:19][C:18]([F:21])=[C:17]([C:22]4[C:27]([F:28])=[CH:26][CH:25]=[CH:24][C:23]=4[F:29])[N:16]=3)=[CH:11][N:10]=[CH:9][N:8]=2)[CH2:3]1. (3) Given the product [CH2:9]([N:6]1[C:7]2[N:8]=[C:19]([C:18]([F:32])([F:31])[C:17]([F:34])([F:33])[F:16])[NH:1][C:2]=2[C:3](=[O:15])[N:4]([CH3:14])[C:5]1=[O:13])[CH2:10][CH2:11][CH3:12], predict the reactants needed to synthesize it. The reactants are: [NH2:1][C:2]1[C:3](=[O:15])[N:4]([CH3:14])[C:5](=[O:13])[N:6]([CH2:9][CH2:10][CH2:11][CH3:12])[C:7]=1[NH2:8].[F:16][C:17]([F:34])([F:33])[C:18]([F:32])([F:31])[C:19](O[C:19](=O)[C:18]([F:32])([F:31])[C:17]([F:34])([F:33])[F:16])=O.